Dataset: Peptide-MHC class II binding affinity with 134,281 pairs from IEDB. Task: Regression. Given a peptide amino acid sequence and an MHC pseudo amino acid sequence, predict their binding affinity value. This is MHC class II binding data. (1) The peptide sequence is NANPDCKTILKALGPAA. The MHC is DRB1_1501 with pseudo-sequence DRB1_1501. The binding affinity (normalized) is 0.398. (2) The peptide sequence is HMQDKTMVKKWRDVP. The MHC is DRB4_0103 with pseudo-sequence DRB4_0103. The binding affinity (normalized) is 0.525. (3) The peptide sequence is IVLNHMTGAQSGKGT. The MHC is DRB1_1101 with pseudo-sequence DRB1_1101. The binding affinity (normalized) is 0.455.